From a dataset of Catalyst prediction with 721,799 reactions and 888 catalyst types from USPTO. Predict which catalyst facilitates the given reaction. (1) Reactant: C(O[C:4]1[C:5](=[O:16])[C:6](=[O:15])[C:7]=1[NH:8][C:9]1[CH:10]=[N:11][CH:12]=[CH:13][CH:14]=1)C.[O:17]1[CH2:22][CH2:21][N:20]([CH2:23][C:24]2[CH:37]=[CH:36][C:27]([O:28][CH2:29][CH2:30][CH2:31][CH2:32][CH2:33][CH2:34][NH2:35])=[CH:26][CH:25]=2)[CH2:19][CH2:18]1. Product: [O:17]1[CH2:18][CH2:19][N:20]([CH2:23][C:24]2[CH:25]=[CH:26][C:27]([O:28][CH2:29][CH2:30][CH2:31][CH2:32][CH2:33][CH2:34][NH:35][C:4]3[C:5](=[O:16])[C:6](=[O:15])[C:7]=3[NH:8][C:9]3[CH:10]=[N:11][CH:12]=[CH:13][CH:14]=3)=[CH:36][CH:37]=2)[CH2:21][CH2:22]1. The catalyst class is: 8. (2) Reactant: [NH2:1][CH2:2][CH:3]([NH:13][C:14]([C:16]1[S:32][C:19]2=[N:20][C:21]3[CH2:22][CH2:23][CH:24]([C:28]([CH3:31])([CH3:30])[CH3:29])[CH2:25][C:26]=3[CH:27]=[C:18]2[CH:17]=1)=[O:15])[C:4]1[CH:9]=[CH:8][CH:7]=[C:6]([N+:10]([O-:12])=[O:11])[CH:5]=1.C(N(CC)CC)C.[C:40](O[C:40]([O:42][C:43]([CH3:46])([CH3:45])[CH3:44])=[O:41])([O:42][C:43]([CH3:46])([CH3:45])[CH3:44])=[O:41]. Product: [C:43]([O:42][C:40](=[O:41])[NH:1][CH2:2][CH:3]([NH:13][C:14]([C:16]1[S:32][C:19]2=[N:20][C:21]3[CH2:22][CH2:23][CH:24]([C:28]([CH3:29])([CH3:31])[CH3:30])[CH2:25][C:26]=3[CH:27]=[C:18]2[CH:17]=1)=[O:15])[C:4]1[CH:9]=[CH:8][CH:7]=[C:6]([N+:10]([O-:12])=[O:11])[CH:5]=1)([CH3:46])([CH3:45])[CH3:44]. The catalyst class is: 2. (3) Reactant: [CH2:1]([N:5]([CH2:7][C:8]1[CH:9]=[C:10]([CH:15]=[C:16]([CH3:18])[CH:17]=1)[C:11]([O:13]C)=[O:12])[CH3:6])[CH:2]([CH3:4])[CH3:3].O.[OH-].[Li+]. Product: [CH2:1]([N:5]([CH2:7][C:8]1[CH:9]=[C:10]([CH:15]=[C:16]([CH3:18])[CH:17]=1)[C:11]([OH:13])=[O:12])[CH3:6])[CH:2]([CH3:4])[CH3:3]. The catalyst class is: 111. (4) Reactant: [C:1]([O:5][C:6]([N:8]1[CH2:11][CH:10]([NH:12][C:13]2[CH:14]=[C:15]3[C:24](=[CH:25][C:26]=2Br)[O:23][CH2:22][C:21]2[N:16]3[CH:17]([CH3:29])[C:18](=[O:28])[NH:19][N:20]=2)[CH2:9]1)=[O:7])([CH3:4])([CH3:3])[CH3:2].[NH2:30][C:31]1[CH:36]=[CH:35][CH:34]=[CH:33][CH:32]=1.CC1(C)C2C(=C(P(C3C=CC=CC=3)C3C=CC=CC=3)C=CC=2)OC2C(P(C3C=CC=CC=3)C3C=CC=CC=3)=CC=CC1=2.C([O-])([O-])=O.[Cs+].[Cs+]. Product: [C:1]([O:5][C:6]([N:8]1[CH2:11][CH:10]([NH:12][C:13]2[CH:14]=[C:15]3[C:24](=[CH:25][C:26]=2[NH:30][C:31]2[CH:36]=[CH:35][CH:34]=[CH:33][CH:32]=2)[O:23][CH2:22][C:21]2[N:16]3[CH:17]([CH3:29])[C:18](=[O:28])[NH:19][N:20]=2)[CH2:9]1)=[O:7])([CH3:4])([CH3:3])[CH3:2]. The catalyst class is: 62. (5) Reactant: [N+:1]([C:4]1C=C[C:12]2[C:15]3[C:5]=1[CH2:6][CH2:7][C:8]=3[CH:9]=[CH:10][CH:11]=2)([O-])=O.C(O[CH2:20][CH3:21])(=O)C. Product: [CH2:15]1[C:12]2=[C:20]3[C:21](=[CH:9][CH:10]=[CH:11]2)[C:4]([NH2:1])=[CH:5][CH:6]=[C:7]3[CH2:8]1. The catalyst class is: 45. (6) Reactant: Cl.[N:2]1([CH2:8][C:9]2[C:13]3[CH:14]=[CH:15][C:16]([O:18][C:19]4[S:20][C:21]5[C:22]([N:27]=4)=[N:23][CH:24]=[CH:25][CH:26]=5)=[CH:17][C:12]=3[O:11][CH:10]=2)[CH2:7][CH2:6][NH:5][CH2:4][CH2:3]1.CCN(C(C)C)C(C)C.[CH3:37][S:38](Cl)(=[O:40])=[O:39]. Product: [CH3:37][S:38]([N:5]1[CH2:6][CH2:7][N:2]([CH2:8][C:9]2[C:13]3[CH:14]=[CH:15][C:16]([O:18][C:19]4[S:20][C:21]5[C:22]([N:27]=4)=[N:23][CH:24]=[CH:25][CH:26]=5)=[CH:17][C:12]=3[O:11][CH:10]=2)[CH2:3][CH2:4]1)(=[O:40])=[O:39]. The catalyst class is: 2. (7) Reactant: [C:1]([C:5]1[CH:6]=[C:7]2[C:11](=[CH:12][CH:13]=1)[CH:10]([NH2:14])[CH2:9][CH2:8]2)([CH3:4])([CH3:3])[CH3:2].C(N[C@@H](C(O)=O)CC(C)C)(=O)C.[OH-].[Na+]. Product: [C:1]([C:5]1[CH:6]=[C:7]2[C:11](=[CH:12][CH:13]=1)[C@H:10]([NH2:14])[CH2:9][CH2:8]2)([CH3:4])([CH3:2])[CH3:3]. The catalyst class is: 5. (8) Reactant: [CH3:1][C:2]1[CH:16]=[CH:15][C:5]([CH2:6][C:7]2[O:11][N:10]=[C:9]([C:12]([OH:14])=O)[CH:8]=2)=[CH:4][CH:3]=1.[O:17]1[CH2:21][CH2:20][CH:19]([CH2:22][NH2:23])[CH2:18]1.C(N(CC)CC)C.ON1C2C=CC=CC=2N=N1.Cl.C(N=C=NCCCN(C)C)C. Product: [O:17]1[CH2:21][CH2:20][CH:19]([CH2:22][NH:23][C:12]([C:9]2[CH:8]=[C:7]([CH2:6][C:5]3[CH:4]=[CH:3][C:2]([CH3:1])=[CH:16][CH:15]=3)[O:11][N:10]=2)=[O:14])[CH2:18]1. The catalyst class is: 408. (9) Product: [CH:42]1([C:40]([NH:39][C:37]2[N:38]=[C:33]3[CH:32]=[CH:31][C:30]([O:29][C:28]4[CH:27]=[C:26]([NH:25][C:8](=[O:10])[C:7]5[CH:11]=[CH:12][CH:13]=[C:5]([O:4][CH:1]([CH3:2])[CH3:3])[CH:6]=5)[CH:47]=[CH:46][CH:45]=4)=[N:35][N:34]3[CH:36]=2)=[O:41])[CH2:43][CH2:44]1. The catalyst class is: 402. Reactant: [CH:1]([O:4][C:5]1[CH:6]=[C:7]([CH:11]=[CH:12][CH:13]=1)[C:8]([OH:10])=O)([CH3:3])[CH3:2].C(Cl)(=O)C(Cl)=O.O1CCCC1.[NH2:25][C:26]1[CH:27]=[C:28]([CH:45]=[CH:46][CH:47]=1)[O:29][C:30]1[CH:31]=[CH:32][C:33]2[N:34]([CH:36]=[C:37]([NH:39][C:40]([CH:42]3[CH2:44][CH2:43]3)=[O:41])[N:38]=2)[N:35]=1.